This data is from hERG channel blocking data for cardiac toxicity assessment. The task is: Regression/Classification. Given a drug SMILES string, predict its toxicity properties. Task type varies by dataset: regression for continuous values (e.g., LD50, hERG inhibition percentage) or binary classification for toxic/non-toxic outcomes (e.g., AMES mutagenicity, cardiotoxicity, hepatotoxicity). Dataset: herg. (1) The drug is COc1cc2c(cc1OC)[C@@H](Cc1ccc(Oc3cc(C[C@@H]4c5cc(OC)c(OC)cc5CCN4C)ccc3O)cc1)N(C)CC2. The result is 1 (blocker). (2) The drug is CC(C)[C@H](N)C(=O)N1CC(c2cc(F)ccc2F)=C[C@@H]1c1cccc(O)c1. The result is 1 (blocker).